This data is from Merck oncology drug combination screen with 23,052 pairs across 39 cell lines. The task is: Regression. Given two drug SMILES strings and cell line genomic features, predict the synergy score measuring deviation from expected non-interaction effect. (1) Drug 1: C=CCn1c(=O)c2cnc(Nc3ccc(N4CCN(C)CC4)cc3)nc2n1-c1cccc(C(C)(C)O)n1. Drug 2: CC(C)CC(NC(=O)C(Cc1ccccc1)NC(=O)c1cnccn1)B(O)O. Cell line: SW837. Synergy scores: synergy=5.28. (2) Drug 1: CC(C)CC(NC(=O)C(Cc1ccccc1)NC(=O)c1cnccn1)B(O)O. Drug 2: Cn1c(=O)n(-c2ccc(C(C)(C)C#N)cc2)c2c3cc(-c4cnc5ccccc5c4)ccc3ncc21. Cell line: T47D. Synergy scores: synergy=87.0. (3) Drug 2: O=C(O)C1(Cc2cccc(Nc3nccs3)n2)CCC(Oc2cccc(Cl)c2F)CC1. Synergy scores: synergy=4.19. Drug 1: COc1cc(C2c3cc4c(cc3C(OC3OC5COC(C)OC5C(O)C3O)C3COC(=O)C23)OCO4)cc(OC)c1O. Cell line: KPL1. (4) Drug 2: C#Cc1cccc(Nc2ncnc3cc(OCCOC)c(OCCOC)cc23)c1. Drug 1: CCC1=CC2CN(C1)Cc1c([nH]c3ccccc13)C(C(=O)OC)(c1cc3c(cc1OC)N(C)C1C(O)(C(=O)OC)C(OC(C)=O)C4(CC)C=CCN5CCC31C54)C2. Synergy scores: synergy=-3.24. Cell line: KPL1. (5) Drug 1: CN(Cc1cnc2nc(N)nc(N)c2n1)c1ccc(C(=O)NC(CCC(=O)O)C(=O)O)cc1. Drug 2: Cn1c(=O)n(-c2ccc(C(C)(C)C#N)cc2)c2c3cc(-c4cnc5ccccc5c4)ccc3ncc21. Cell line: LOVO. Synergy scores: synergy=7.18.